This data is from Forward reaction prediction with 1.9M reactions from USPTO patents (1976-2016). The task is: Predict the product of the given reaction. (1) Given the reactants [OH:1][CH2:2][C:3]1[CH:10]=[C:9]([CH3:11])[C:6]([CH:7]=[O:8])=[C:5]([CH3:12])[C:4]=1[CH3:13].[Cl:14][C:15]1[CH:20]=[C:19]([Cl:21])[CH:18]=[CH:17][C:16]=1O.C1(P(C2C=CC=CC=2)C2C=CC=CC=2)C=CC=CC=1.N(C(OCC)=O)=NC(OCC)=O, predict the reaction product. The product is: [Cl:14][C:15]1[CH:20]=[C:19]([Cl:21])[CH:18]=[CH:17][C:16]=1[O:1][CH2:2][C:3]1[CH:10]=[C:9]([CH3:11])[C:6]([CH:7]=[O:8])=[C:5]([CH3:12])[C:4]=1[CH3:13]. (2) Given the reactants [CH2:1]([O:3][C:4](=[O:18])[CH2:5][C:6]1[C:10]2[CH:11]=[C:12]([CH:15]=O)[CH:13]=[CH:14][C:9]=2[O:8][C:7]=1[CH3:17])[CH3:2].[CH3:19][NH:20][CH3:21].C(O)(=O)C.[BH3-]C#N.[Na+], predict the reaction product. The product is: [CH2:1]([O:3][C:4](=[O:18])[CH2:5][C:6]1[C:10]2[CH:11]=[C:12]([CH2:15][N:20]([CH3:21])[CH3:19])[CH:13]=[CH:14][C:9]=2[O:8][C:7]=1[CH3:17])[CH3:2]. (3) Given the reactants [NH2:1][C:2]1[N:11]=[C:10]([C:12]2[CH:17]=[CH:16][CH:15]=[C:14]([Cl:18])[CH:13]=2)[C:9]2[C:4](=[CH:5][CH:6]=[C:7]([C:19]([C:27]3[CH:32]=[CH:31][C:30]([Cl:33])=[CH:29][CH:28]=3)([C:21]3[N:25]([CH3:26])[CH:24]=[N:23][CH:22]=3)[OH:20])[CH:8]=2)[N:3]=1.[CH:34]1([C:40](O)=[O:41])[CH2:39][CH2:38][CH2:37][CH2:36][CH2:35]1.ON1C2C=CC=CC=2N=N1.C(N(CC)CC)C, predict the reaction product. The product is: [Cl:18][C:14]1[CH:13]=[C:12]([C:10]2[C:9]3[C:4](=[CH:5][CH:6]=[C:7]([C:19]([C:27]4[CH:28]=[CH:29][C:30]([Cl:33])=[CH:31][CH:32]=4)([OH:20])[C:21]4[N:25]([CH3:26])[CH:24]=[N:23][CH:22]=4)[CH:8]=3)[N:3]=[C:2]([NH:1][C:40]([CH:34]3[CH2:39][CH2:38][CH2:37][CH2:36][CH2:35]3)=[O:41])[N:11]=2)[CH:17]=[CH:16][CH:15]=1. (4) Given the reactants [C:1]1([C:15]([O:17][CH3:18])=[O:16])[CH:6]=[C:5]([C:7]([O:9][CH3:10])=[O:8])[CH:4]=[C:3]([C:11](OC)=[O:12])[CH:2]=1.[BH4-].[Na+].CO, predict the reaction product. The product is: [OH:12][CH2:11][C:3]1[CH:4]=[C:5]([C:7]([O:9][CH3:10])=[O:8])[CH:6]=[C:1]([CH:2]=1)[C:15]([O:17][CH3:18])=[O:16]. (5) Given the reactants [F:1][C:2]1[CH:7]=[CH:6][CH:5]=[C:4]([CH3:8])[C:3]=1[N+:9]([O-:11])=[O:10].C1C(=O)N([Br:19])C(=O)C1, predict the reaction product. The product is: [Br:19][C:5]1[CH:6]=[CH:7][C:2]([F:1])=[C:3]([N+:9]([O-:11])=[O:10])[C:4]=1[CH3:8]. (6) Given the reactants [Cl:1][C:2]1[CH:23]=[CH:22][C:5]([C:6]([N:8]([C:10]2[C:15]([CH3:16])=[CH:14][CH:13]=[CH:12][C:11]=2[O:17][CH2:18][CH2:19][CH2:20][OH:21])[CH3:9])=[O:7])=[CH:4][C:3]=1B1OC(C)(C)C(C)(C)O1.Br[C:34]1[CH:41]=[CH:40][C:39]([C:42]([F:45])([F:44])[F:43])=[CH:38][C:35]=1[C:36]#[N:37].C([O-])([O-])=O.[Na+].[Na+], predict the reaction product. The product is: [Cl:1][C:2]1[CH:23]=[CH:22][C:5]([C:6]([N:8]([C:10]2[C:15]([CH3:16])=[CH:14][CH:13]=[CH:12][C:11]=2[O:17][CH2:18][CH2:19][CH2:20][OH:21])[CH3:9])=[O:7])=[CH:4][C:3]=1[C:34]1[CH:41]=[CH:40][C:39]([C:42]([F:45])([F:44])[F:43])=[CH:38][C:35]=1[C:36]#[N:37].